Dataset: Catalyst prediction with 721,799 reactions and 888 catalyst types from USPTO. Task: Predict which catalyst facilitates the given reaction. (1) Reactant: [F:1][C:2]1[CH:7]=[CH:6][C:5]([C:8]2[O:12][N:11]=[C:10]([C:13](OCC)=[O:14])[CH:9]=2)=[CH:4][CH:3]=1.[H-].[Al+3].[Li+].[H-].[H-].[H-].CO. Product: [F:1][C:2]1[CH:3]=[CH:4][C:5]([C:8]2[O:12][N:11]=[C:10]([CH:13]=[O:14])[CH:9]=2)=[CH:6][CH:7]=1. The catalyst class is: 353. (2) Reactant: Br[CH2:2][C:3]1[O:7][C:6]([C:8]2[CH:13]=[CH:12][CH:11]=[C:10]([I:14])[CH:9]=2)=[N:5][CH:4]=1.C([O-])(=[O:17])C.[K+].[OH-].[Na+].Cl. Product: [OH:17][CH2:2][C:3]1[O:7][C:6]([C:8]2[CH:13]=[CH:12][CH:11]=[C:10]([I:14])[CH:9]=2)=[N:5][CH:4]=1. The catalyst class is: 671. (3) Reactant: Br[CH2:2][CH2:3][N:4]1[C:12]([O:13][CH3:14])=[N:11][C:10]2[C:5]1=[N:6][C:7]([O:16][CH2:17][CH2:18][CH2:19][CH3:20])=[N:8][C:9]=2[NH2:15].[C:21]([O:25][C:26](=[O:34])[NH:27][CH:28]1[CH2:33][CH2:32][NH:31][CH2:30][CH2:29]1)([CH3:24])([CH3:23])[CH3:22]. Product: [NH2:15][C:9]1[N:8]=[C:7]([O:16][CH2:17][CH2:18][CH2:19][CH3:20])[N:6]=[C:5]2[C:10]=1[N:11]=[C:12]([O:13][CH3:14])[N:4]2[CH2:3][CH2:2][N:31]1[CH2:30][CH2:29][CH:28]([NH:27][C:26](=[O:34])[O:25][C:21]([CH3:23])([CH3:22])[CH3:24])[CH2:33][CH2:32]1. The catalyst class is: 10. (4) Reactant: C[Si]([N-][Si](C)(C)C)(C)C.[Na+].O1CCCC1.Cl[C:17]1[C:26]2[C:21](=[CH:22][C:23]([O:29][CH2:30][CH2:31][CH2:32][Cl:33])=[C:24]([O:27][CH3:28])[CH:25]=2)[N:20]=[CH:19][N:18]=1.[Cl:34][C:35]1[CH:43]=[C:42]([C:44]#[C:45][C:46]2[CH:51]=[CH:50][CH:49]=[CH:48][N:47]=2)[C:38]2[O:39][CH2:40][O:41][C:37]=2[C:36]=1[NH2:52].[Cl-].[NH4+]. Product: [Cl:33][CH2:32][CH2:31][CH2:30][O:29][C:23]1[CH:22]=[C:21]2[C:26]([C:17]([NH:52][C:36]3[C:37]4[O:41][CH2:40][O:39][C:38]=4[C:42]([C:44]#[C:45][C:46]4[CH:51]=[CH:50][CH:49]=[CH:48][N:47]=4)=[CH:43][C:35]=3[Cl:34])=[N:18][CH:19]=[N:20]2)=[CH:25][C:24]=1[O:27][CH3:28]. The catalyst class is: 9.